This data is from Full USPTO retrosynthesis dataset with 1.9M reactions from patents (1976-2016). The task is: Predict the reactants needed to synthesize the given product. (1) Given the product [CH3:49][N:50]([CH3:54])[CH2:51][CH2:52][NH:53][C:44]([C:35]1[C:34]2[C:39](=[N:40][C:41]3[C:32]([N:33]=2)=[C:31]2[CH:47]=[CH:48][C:28]([N+:25]([O-:27])=[O:26])=[CH:29][C:30]2=[CH:43][CH:42]=3)[CH:38]=[CH:37][CH:36]=1)=[O:45], predict the reactants needed to synthesize it. The reactants are: [N+](C1C2=CC=C3C(N=C4C(C=CC=C4C(O)=O)=N3)=C2C=CC=1)([O-])=O.[N+:25]([C:28]1[CH:48]=[CH:47][C:31]2=[C:32]3[C:41](=[CH:42][CH:43]=[C:30]2[CH:29]=1)[N:40]=[C:39]1[C:34]([C:35]([C:44](O)=[O:45])=[CH:36][CH:37]=[CH:38]1)=[N:33]3)([O-:27])=[O:26].[CH3:49][N:50]([CH3:54])[CH2:51][CH2:52][NH2:53]. (2) Given the product [C:11]([OH:23])(=[O:10])[CH3:12].[Cl:1][C:2]1[CH:3]=[C:4]([CH:7]=[CH:8][C:9]=1[O:10][CH2:11][CH:12]([CH3:14])[CH3:13])[CH:5]=[N:19][NH:18][C:15]([NH2:17])=[NH:16], predict the reactants needed to synthesize it. The reactants are: [Cl:1][C:2]1[CH:3]=[C:4]([CH:7]=[CH:8][C:9]=1[O:10][CH2:11][CH:12]([CH3:14])[CH3:13])[CH:5]=O.[C:15]([NH:18][NH2:19])([NH2:17])=[NH:16].Cl.CC[OH:23]. (3) Given the product [CH2:15]([O:17][C:18]([C:20]1([CH2:35][O:14][C:11]2[CH:10]=[N:9][C:8]([C:5]3[CH:4]=[CH:3][C:2]([Cl:1])=[CH:7][CH:6]=3)=[CH:13][N:12]=2)[CH2:24][CH2:23][N:22]([C:25](=[O:34])[C:26]2[CH:27]=[CH:28][C:29]([O:32][CH3:33])=[CH:30][CH:31]=2)[CH2:21]1)=[O:19])[CH3:16], predict the reactants needed to synthesize it. The reactants are: [Cl:1][C:2]1[CH:7]=[CH:6][C:5]([C:8]2[N:9]=[CH:10][C:11]([OH:14])=[N:12][CH:13]=2)=[CH:4][CH:3]=1.[CH2:15]([O:17][C:18]([C:20]1([CH2:35]I)[CH2:24][CH2:23][N:22]([C:25](=[O:34])[C:26]2[CH:31]=[CH:30][C:29]([O:32][CH3:33])=[CH:28][CH:27]=2)[CH2:21]1)=[O:19])[CH3:16].